Dataset: Forward reaction prediction with 1.9M reactions from USPTO patents (1976-2016). Task: Predict the product of the given reaction. (1) The product is: [Br:35][CH2:13][C:11]1[S:12][C:8]([C:3]2[CH:4]=[CH:5][CH:6]=[CH:7][C:2]=2[Cl:1])=[CH:9][CH:10]=1. Given the reactants [Cl:1][C:2]1[CH:7]=[CH:6][CH:5]=[CH:4][C:3]=1[C:8]1[S:12][C:11]([CH2:13]O)=[CH:10][CH:9]=1.C1(P(C2C=CC=CC=2)C2C=CC=CC=2)C=CC=CC=1.C(Br)(Br)(Br)[Br:35], predict the reaction product. (2) Given the reactants Cl.Cl.[N:3]1[CH:8]=[CH:7][CH:6]=[CH:5][C:4]=1[C:9]1([NH2:12])[CH2:11][CH2:10]1.C(N(C(C)C)CC)(C)C.[C:22]([O:26][C:27]([N:29]([CH3:59])[C:30]([C:32]1[C:33]([C:52]2[CH:57]=[CH:56][C:55]([F:58])=[CH:54][CH:53]=2)=[N:34][N:35]2[C:40]([F:41])=[CH:39][C:38]([C:42]3[CH:43]=[C:44]([CH:48]=[CH:49][C:50]=3[CH3:51])[C:45](O)=[O:46])=[CH:37][C:36]=12)=[O:31])=[O:28])([CH3:25])([CH3:24])[CH3:23].CN(C(ON1N=NC2C=CC=NC1=2)=[N+](C)C)C.F[P-](F)(F)(F)(F)F, predict the reaction product. The product is: [F:41][C:40]1[N:35]2[N:34]=[C:33]([C:52]3[CH:57]=[CH:56][C:55]([F:58])=[CH:54][CH:53]=3)[C:32]([C:30]([N:29]([CH3:59])[C:27](=[O:28])[O:26][C:22]([CH3:23])([CH3:24])[CH3:25])=[O:31])=[C:36]2[CH:37]=[C:38]([C:42]2[CH:43]=[C:44]([C:45](=[O:46])[NH:12][C:9]3([C:4]4[CH:5]=[CH:6][CH:7]=[CH:8][N:3]=4)[CH2:11][CH2:10]3)[CH:48]=[CH:49][C:50]=2[CH3:51])[CH:39]=1. (3) Given the reactants [CH:1](O)=O.[CH3:4][C:5]([S:22][S:23][CH3:24])([CH3:21])[CH2:6][NH:7][CH2:8][CH2:9][O:10][C:11]1[CH:16]=[C:15]([CH2:17][OH:18])[N:14]=[C:13]([CH2:19][OH:20])[CH:12]=1.[OH-].[Na+], predict the reaction product. The product is: [CH3:1][N:7]([CH2:6][C:5]([CH3:4])([S:22][S:23][CH3:24])[CH3:21])[CH2:8][CH2:9][O:10][C:11]1[CH:12]=[C:13]([CH2:19][OH:20])[N:14]=[C:15]([CH2:17][OH:18])[CH:16]=1. (4) The product is: [CH3:1][C:2]1[CH:7]=[CH:6][C:5]([NH:8][C:9](=[O:22])[C:10]2[CH:15]=[CH:14][CH:13]=[C:12]([N:16]3[CH2:17][CH2:18][O:19][CH2:20][CH2:21]3)[CH:11]=2)=[CH:4][C:3]=1[NH:23][C:24](=[O:36])[C:25]1[CH:30]=[CH:29][CH:28]=[C:27]([N:31]([S:32]([CH3:35])(=[O:33])=[O:34])[CH2:37][CH3:38])[CH:26]=1. Given the reactants [CH3:1][C:2]1[CH:7]=[CH:6][C:5]([NH:8][C:9](=[O:22])[C:10]2[CH:15]=[CH:14][CH:13]=[C:12]([N:16]3[CH2:21][CH2:20][O:19][CH2:18][CH2:17]3)[CH:11]=2)=[CH:4][C:3]=1[NH:23][C:24](=[O:36])[C:25]1[CH:30]=[CH:29][CH:28]=[C:27]([NH:31][S:32]([CH3:35])(=[O:34])=[O:33])[CH:26]=1.[CH2:37](I)[CH3:38], predict the reaction product.